The task is: Regression. Given a peptide amino acid sequence and an MHC pseudo amino acid sequence, predict their binding affinity value. This is MHC class II binding data.. This data is from Peptide-MHC class II binding affinity with 134,281 pairs from IEDB. (1) The peptide sequence is MSQIMYNYPAMRAHA. The MHC is HLA-DQA10301-DQB10302 with pseudo-sequence HLA-DQA10301-DQB10302. The binding affinity (normalized) is 0.0956. (2) The peptide sequence is ALFSGVSWVMKIGIG. The MHC is DRB1_0101 with pseudo-sequence DRB1_0101. The binding affinity (normalized) is 0.766. (3) The peptide sequence is RGKMDVSGVQAPVGA. The MHC is DRB1_1501 with pseudo-sequence DRB1_1501. The binding affinity (normalized) is 0. (4) The peptide sequence is WLGARYLEFEALGFLNE. The binding affinity (normalized) is 0.393. The MHC is DRB1_1101 with pseudo-sequence DRB1_1101. (5) The peptide sequence is ASVPAADKFKTFEAA. The MHC is DRB1_0101 with pseudo-sequence DRB1_0101. The binding affinity (normalized) is 0.182. (6) The peptide sequence is INEPTAAAIWYGLDR. The MHC is HLA-DQA10401-DQB10402 with pseudo-sequence HLA-DQA10401-DQB10402. The binding affinity (normalized) is 0.514. (7) The peptide sequence is KKTRNMTMSMSMILVGV. The MHC is HLA-DQA10501-DQB10302 with pseudo-sequence HLA-DQA10501-DQB10302. The binding affinity (normalized) is 0.516. (8) The peptide sequence is GELQIVDKIDVAFKI. The MHC is DRB3_0202 with pseudo-sequence DRB3_0202. The binding affinity (normalized) is 0.338. (9) The peptide sequence is GRTTWSIHGKGEWMT. The MHC is HLA-DQA10103-DQB10603 with pseudo-sequence HLA-DQA10103-DQB10603. The binding affinity (normalized) is 0.188.